This data is from Full USPTO retrosynthesis dataset with 1.9M reactions from patents (1976-2016). The task is: Predict the reactants needed to synthesize the given product. (1) Given the product [C:1]([O:5][C:6]([NH:8][C@H:9]1[CH2:14][CH2:13][CH2:12][CH2:11][C@H:10]1[NH:15][C:16]1[N:21]=[C:20]([C:40]2[S:44][N:43]=[C:42]([CH:45]=[CH2:46])[CH:41]=2)[C:19]2[C:23](=[O:33])[N:24]([C:26]([O:28][C:29]([CH3:32])([CH3:31])[CH3:30])=[O:27])[CH2:25][C:18]=2[C:17]=1[F:34])=[O:7])([CH3:4])([CH3:3])[CH3:2], predict the reactants needed to synthesize it. The reactants are: [C:1]([O:5][C:6]([NH:8][C@H:9]1[CH2:14][CH2:13][CH2:12][CH2:11][C@H:10]1[NH:15][C:16]1[N:21]=[C:20](Cl)[C:19]2[C:23](=[O:33])[N:24]([C:26]([O:28][C:29]([CH3:32])([CH3:31])[CH3:30])=[O:27])[CH2:25][C:18]=2[C:17]=1[F:34])=[O:7])([CH3:4])([CH3:3])[CH3:2].C([Sn](CCCC)(CCCC)[C:40]1[S:44][N:43]=[C:42]([CH:45]=[CH2:46])[CH:41]=1)CCC.O. (2) Given the product [NH2:1][C:2]1[C:11]([C:12]2[S:13][C:14]3[CH:20]=[CH:19][C:18]([NH:21][C:28]([C:24]4[O:25][CH:26]=[CH:27][C:23]=4[CH3:22])=[O:29])=[CH:17][C:15]=3[CH:16]=2)=[CH:10][C:5]([C:6]([O:8][CH3:9])=[O:7])=[CH:4][N:3]=1, predict the reactants needed to synthesize it. The reactants are: [NH2:1][C:2]1[C:11]([C:12]2[S:13][C:14]3[CH:20]=[CH:19][C:18]([NH2:21])=[CH:17][C:15]=3[CH:16]=2)=[CH:10][C:5]([C:6]([O:8][CH3:9])=[O:7])=[CH:4][N:3]=1.[CH3:22][C:23]1[CH:27]=[CH:26][O:25][C:24]=1[C:28](O)=[O:29].CCN=C=NCCCN(C)C.Cl. (3) Given the product [CH:1]([C:4]1[CH:5]=[CH:6][C:7]([C:10]2[N:11]=[C:12]([C:15]3[CH:16]=[C:17]([CH:23]=[CH:24][CH:25]=3)[C:18]([OH:20])=[O:19])[S:13][CH:14]=2)=[CH:8][CH:9]=1)([CH3:3])[CH3:2], predict the reactants needed to synthesize it. The reactants are: [CH:1]([C:4]1[CH:9]=[CH:8][C:7]([C:10]2[N:11]=[C:12]([C:15]3[CH:16]=[C:17]([CH:23]=[CH:24][CH:25]=3)[C:18]([O:20]CC)=[O:19])[S:13][CH:14]=2)=[CH:6][CH:5]=1)([CH3:3])[CH3:2].[Li+].[OH-]. (4) Given the product [F:1][C:2]1[CH:7]=[CH:6][C:5]([C:8]([C:10]2[CH:19]=[CH:18][CH:17]=[C:16]3[C:11]=2[CH:12]=[CH:13][C:14]([NH:20][CH2:21][C:22]2[CH:27]=[CH:26][CH:25]=[CH:24][C:23]=2[O:28][CH3:29])=[N:15]3)=[N:31][OH:32])=[CH:4][CH:3]=1, predict the reactants needed to synthesize it. The reactants are: [F:1][C:2]1[CH:7]=[CH:6][C:5]([C:8]([C:10]2[CH:19]=[CH:18][CH:17]=[C:16]3[C:11]=2[CH:12]=[CH:13][C:14]([NH:20][CH2:21][C:22]2[CH:27]=[CH:26][CH:25]=[CH:24][C:23]=2[O:28][CH3:29])=[N:15]3)=O)=[CH:4][CH:3]=1.Cl.[NH2:31][OH:32].C(=O)([O-])[O-].[Na+].[Na+].O. (5) Given the product [S:30]1[C:31]2[CH:36]=[CH:35][CH:34]=[CH:33][C:32]=2[C:28]([N:22]2[CH2:23][CH2:24][N:25]([C:10]([C:9]3[CH:13]=[C:5]([S:2]([CH3:1])(=[O:3])=[O:4])[CH:6]=[CH:7][C:8]=3[O:14][C@@H:15]([CH3:20])[C:16]([F:19])([F:18])[F:17])=[O:12])[CH2:26][CH2:27]2)=[N:29]1, predict the reactants needed to synthesize it. The reactants are: [CH3:1][S:2]([C:5]1[CH:6]=[CH:7][C:8]([O:14][C@@H:15]([CH3:20])[C:16]([F:19])([F:18])[F:17])=[C:9]([CH:13]=1)[C:10]([OH:12])=O)(=[O:4])=[O:3].Cl.[N:22]1([C:28]2[C:32]3[CH:33]=[CH:34][CH:35]=[CH:36][C:31]=3[S:30][N:29]=2)[CH2:27][CH2:26][NH:25][CH2:24][CH2:23]1.C(OCC)(=O)C.